This data is from Forward reaction prediction with 1.9M reactions from USPTO patents (1976-2016). The task is: Predict the product of the given reaction. Given the reactants C([O:9][C@H:10]1[C@@H:14]([O:15]C(=O)C2C=CC=CC=2)[C@H:13]([CH2:24][O:25]C(=O)C2C=CC=CC=2)[O:12][C@@H:11]1[N:34]1[N:38]=[C:37]([C:39]([O:41]C)=O)[C:36]([C:43]([O:45]C)=O)=[N:35]1)(=O)C1C=CC=CC=1.[NH3:47].CO.[NH3:50], predict the reaction product. The product is: [C@H:11]1([N:34]2[N:35]=[C:36]([C:43]([NH2:47])=[O:45])[C:37]([C:39]([NH2:50])=[O:41])=[N:38]2)[O:12][C@@H:13]([CH2:24][OH:25])[C@H:14]([OH:15])[C@@H:10]1[OH:9].